From a dataset of Catalyst prediction with 721,799 reactions and 888 catalyst types from USPTO. Predict which catalyst facilitates the given reaction. Reactant: [Cl:1][C:2]1[N:3]=[CH:4][C:5]2[NH:14][C:13](=[O:15])[CH:12]3[CH:8]([CH2:9][CH2:10][CH2:11]3)[N:7]([CH:16]3[CH2:20][CH2:19][CH2:18][CH2:17]3)[C:6]=2[N:21]=1.[CH3:22]N(C)C=O.C(=O)([O-])[O-].[Cs+].[Cs+].IC. Product: [Cl:1][C:2]1[N:3]=[CH:4][C:5]2[N:14]([CH3:22])[C:13](=[O:15])[CH:12]3[CH:8]([CH2:9][CH2:10][CH2:11]3)[N:7]([CH:16]3[CH2:20][CH2:19][CH2:18][CH2:17]3)[C:6]=2[N:21]=1. The catalyst class is: 84.